Dataset: Full USPTO retrosynthesis dataset with 1.9M reactions from patents (1976-2016). Task: Predict the reactants needed to synthesize the given product. (1) Given the product [CH3:24][N:4]([CH3:3])[CH:5]1[C:10]2[C:9]([CH3:11])=[N:8][C:7]([N:12]([CH2:22][CH3:23])[C:13]3[C:14]([CH3:21])=[CH:15][C:16]([CH3:20])=[CH:17][C:18]=3[CH3:19])=[N:6][C:2]=2[N:1]([CH:43]([CH2:41][CH3:42])[CH2:33][CH3:34])[C:30]1=[O:31], predict the reactants needed to synthesize it. The reactants are: [NH2:1][CH:2]1[C:10]2[C:9]([CH3:11])=[N:8][C:7]([N:12]([CH2:22][CH3:23])[C:13]3[C:18]([CH3:19])=[CH:17][C:16]([CH3:20])=[CH:15][C:14]=3[CH3:21])=[N:6][C:5]=2[N:4]([CH:24](CC)CC)[C:3]1=O.[CH2:30]=[O:31].S1C=C[CH:34]=[CH:33]1.C(O[CH:41]([CH3:43])[CH3:42])(C)C. (2) Given the product [F:1][C:2]1[C:3]([NH:10][C:11]2[C:16]([C:17]3[N:25]=[CH:24][N:23]=[C:22]4[C:18]=3[N:19]=[CH:20][N:21]4[CH:26]3[CH2:31][CH2:30][CH2:29][CH2:28][O:27]3)=[CH:15][CH:14]=[CH:13][N:12]=2)=[C:4]([F:9])[CH:5]=[CH:6][C:7]=1[NH:8][S:37]([C:34]1[CH:35]=[CH:36][S:32][CH:33]=1)(=[O:39])=[O:38], predict the reactants needed to synthesize it. The reactants are: [F:1][C:2]1[C:7]([NH2:8])=[CH:6][CH:5]=[C:4]([F:9])[C:3]=1[NH:10][C:11]1[C:16]([C:17]2[N:25]=[CH:24][N:23]=[C:22]3[C:18]=2[N:19]=[CH:20][N:21]3[CH:26]2[CH2:31][CH2:30][CH2:29][CH2:28][O:27]2)=[CH:15][CH:14]=[CH:13][N:12]=1.[S:32]1[CH:36]=[CH:35][C:34]([S:37](Cl)(=[O:39])=[O:38])=[CH:33]1.N1C=CC=CC=1. (3) The reactants are: S(Cl)(Cl)=O.[Br:5][C:6]1[CH:7]=[CH:8][C:9]([CH2:12]O)=[N:10][CH:11]=1.C(N(CC)C(C)C)(C)C.[NH2:23][CH:24]1[CH2:29][CH2:28][N:27]([C:30]([O:32][C:33]([CH3:36])([CH3:35])[CH3:34])=[O:31])[CH2:26][CH2:25]1. Given the product [Br:5][C:6]1[CH:7]=[CH:8][C:9]([CH2:12][NH:23][CH:24]2[CH2:25][CH2:26][N:27]([C:30]([O:32][C:33]([CH3:36])([CH3:35])[CH3:34])=[O:31])[CH2:28][CH2:29]2)=[N:10][CH:11]=1, predict the reactants needed to synthesize it. (4) Given the product [Br:2][C:3]1[CH:8]=[CH:7][C:6]([O:9][CH2:10][CH:11]=[O:12])=[C:5]([CH3:16])[CH:4]=1, predict the reactants needed to synthesize it. The reactants are: Cl.[Br:2][C:3]1[CH:8]=[CH:7][C:6]([O:9][CH2:10][CH:11](OC)[O:12]C)=[C:5]([CH3:16])[CH:4]=1.[Na+].[Cl-]. (5) Given the product [CH2:37]([O:36]/[CH:35]=[CH:34]/[C:3]1[CH:4]=[CH:5][C:6]([C:8]2[C:9]([N:28]([CH3:33])[S:29]([CH3:32])(=[O:30])=[O:31])=[CH:10][C:11]3[O:15][C:14]([C:16]4[CH:21]=[CH:20][C:19]([F:22])=[CH:18][CH:17]=4)=[C:13]([C:23]([NH:25][CH3:26])=[O:24])[C:12]=3[CH:27]=2)=[N:7][C:2]=1[C:43]1[NH:44][C:45]2[C:41]([CH:42]=1)=[C:40]([F:39])[CH:48]=[CH:47][CH:46]=2)[CH3:38], predict the reactants needed to synthesize it. The reactants are: Cl[C:2]1[N:7]=[C:6]([C:8]2[C:9]([N:28]([CH3:33])[S:29]([CH3:32])(=[O:31])=[O:30])=[CH:10][C:11]3[O:15][C:14]([C:16]4[CH:21]=[CH:20][C:19]([F:22])=[CH:18][CH:17]=4)=[C:13]([C:23]([NH:25][CH3:26])=[O:24])[C:12]=3[CH:27]=2)[CH:5]=[CH:4][C:3]=1/[CH:34]=[CH:35]/[O:36][CH2:37][CH3:38].[F:39][C:40]1[CH:48]=[CH:47][CH:46]=[C:45]2[C:41]=1[CH:42]=[C:43](B1OC(C)(C)C(C)(C)O1)[NH:44]2.